Dataset: Merck oncology drug combination screen with 23,052 pairs across 39 cell lines. Task: Regression. Given two drug SMILES strings and cell line genomic features, predict the synergy score measuring deviation from expected non-interaction effect. (1) Drug 1: O=P1(N(CCCl)CCCl)NCCCO1. Drug 2: CC(C)CC(NC(=O)C(Cc1ccccc1)NC(=O)c1cnccn1)B(O)O. Cell line: RKO. Synergy scores: synergy=28.4. (2) Drug 1: CC(=O)OC1C(=O)C2(C)C(O)CC3OCC3(OC(C)=O)C2C(OC(=O)c2ccccc2)C2(O)CC(OC(=O)C(O)C(NC(=O)c3ccccc3)c3ccccc3)C(C)=C1C2(C)C. Drug 2: CCc1cnn2c(NCc3ccc[n+]([O-])c3)cc(N3CCCCC3CCO)nc12. Cell line: PA1. Synergy scores: synergy=-10.1.